This data is from Reaction yield outcomes from USPTO patents with 853,638 reactions. The task is: Predict the reaction yield, written as a fraction of the theoretical maximum amount of product (1.0 means a 100% yield; for example, 0.34 means a 34% yield). The product is [F:10][C:9]1[CH:8]=[CH:7][C:4]([CH:5]=[C:19]([N+:16]([O-:18])=[O:17])[CH3:20])=[CH:3][C:2]=1[F:1]. The yield is 0.756. No catalyst specified. The reactants are [F:1][C:2]1[CH:3]=[C:4]([CH:7]=[CH:8][C:9]=1[F:10])[CH:5]=O.C([O-])(=O)C.[NH4+].[N+:16]([CH2:19][CH3:20])([O-:18])=[O:17].